Dataset: NCI-60 drug combinations with 297,098 pairs across 59 cell lines. Task: Regression. Given two drug SMILES strings and cell line genomic features, predict the synergy score measuring deviation from expected non-interaction effect. (1) Drug 2: C1CCC(CC1)NC(=O)N(CCCl)N=O. Synergy scores: CSS=14.9, Synergy_ZIP=-10.6, Synergy_Bliss=-2.56, Synergy_Loewe=-5.27, Synergy_HSA=-0.0552. Drug 1: CC(CN1CC(=O)NC(=O)C1)N2CC(=O)NC(=O)C2. Cell line: NCIH23. (2) Drug 1: CCC1(CC2CC(C3=C(CCN(C2)C1)C4=CC=CC=C4N3)(C5=C(C=C6C(=C5)C78CCN9C7C(C=CC9)(C(C(C8N6C)(C(=O)OC)O)OC(=O)C)CC)OC)C(=O)OC)O.OS(=O)(=O)O. Drug 2: CCC1(C2=C(COC1=O)C(=O)N3CC4=CC5=C(C=CC(=C5CN(C)C)O)N=C4C3=C2)O.Cl. Cell line: U251. Synergy scores: CSS=38.2, Synergy_ZIP=0.709, Synergy_Bliss=-2.36, Synergy_Loewe=-18.6, Synergy_HSA=-3.45. (3) Drug 1: C1=CC(=C2C(=C1NCCNCCO)C(=O)C3=C(C=CC(=C3C2=O)O)O)NCCNCCO. Drug 2: CCC(=C(C1=CC=CC=C1)C2=CC=C(C=C2)OCCN(C)C)C3=CC=CC=C3.C(C(=O)O)C(CC(=O)O)(C(=O)O)O. Cell line: HL-60(TB). Synergy scores: CSS=69.2, Synergy_ZIP=3.23, Synergy_Bliss=2.14, Synergy_Loewe=-29.2, Synergy_HSA=2.18. (4) Drug 1: COC1=C(C=C2C(=C1)N=CN=C2NC3=CC(=C(C=C3)F)Cl)OCCCN4CCOCC4. Drug 2: C1CN(CCN1C(=O)CCBr)C(=O)CCBr. Cell line: SF-295. Synergy scores: CSS=21.6, Synergy_ZIP=0.0364, Synergy_Bliss=4.16, Synergy_Loewe=1.29, Synergy_HSA=5.55. (5) Drug 1: CCCCCOC(=O)NC1=NC(=O)N(C=C1F)C2C(C(C(O2)C)O)O. Drug 2: CCC1=C2CN3C(=CC4=C(C3=O)COC(=O)C4(CC)O)C2=NC5=C1C=C(C=C5)O. Cell line: HCC-2998. Synergy scores: CSS=46.9, Synergy_ZIP=7.14, Synergy_Bliss=7.76, Synergy_Loewe=-5.04, Synergy_HSA=12.4. (6) Drug 1: C1CC(=O)NC(=O)C1N2CC3=C(C2=O)C=CC=C3N. Cell line: M14. Drug 2: CCN(CC)CCCC(C)NC1=C2C=C(C=CC2=NC3=C1C=CC(=C3)Cl)OC. Synergy scores: CSS=10.8, Synergy_ZIP=-3.44, Synergy_Bliss=-1.07, Synergy_Loewe=-0.589, Synergy_HSA=-1.35. (7) Cell line: CAKI-1. Drug 2: C#CCC(CC1=CN=C2C(=N1)C(=NC(=N2)N)N)C3=CC=C(C=C3)C(=O)NC(CCC(=O)O)C(=O)O. Drug 1: C1=CC=C(C(=C1)C(C2=CC=C(C=C2)Cl)C(Cl)Cl)Cl. Synergy scores: CSS=0.586, Synergy_ZIP=2.46, Synergy_Bliss=0.711, Synergy_Loewe=2.43, Synergy_HSA=-2.90. (8) Drug 1: CN(C)N=NC1=C(NC=N1)C(=O)N. Drug 2: CC1=C(C=C(C=C1)C(=O)NC2=CC(=CC(=C2)C(F)(F)F)N3C=C(N=C3)C)NC4=NC=CC(=N4)C5=CN=CC=C5. Cell line: SN12C. Synergy scores: CSS=-0.592, Synergy_ZIP=0.0238, Synergy_Bliss=-0.587, Synergy_Loewe=-1.50, Synergy_HSA=-2.27.